From a dataset of Drug-target binding data from BindingDB using Ki measurements. Regression. Given a target protein amino acid sequence and a drug SMILES string, predict the binding affinity score between them. We predict pKi (pKi = -log10(Ki in M); higher means stronger inhibition). Dataset: bindingdb_ki. The small molecule is COc1cc(C=O)ccc1OCc1cn([C@H]2C[C@@H]3CC[C@H](C2)[N+]3(C)C)nn1. The target protein (P43681) has sequence MELGGPGAPRLLPPLLLLLGTGLLRASSHVETRAHAEERLLKKLFSGYNKWSRPVANISDVVLVRFGLSIAQLIDVDEKNQMMTTNVWVKQEWHDYKLRWDPADYENVTSIRIPSELIWRPDIVLYNNADGDFAVTHLTKAHLFHDGRVQWTPPAIYKSSCSIDVTFFPFDQQNCTMKFGSWTYDKAKIDLVNMHSRVDQLDFWESGEWVIVDAVGTYNTRKYECCAEIYPDITYAFVIRRLPLFYTINLIIPCLLISCLTVLVFYLPSECGEKITLCISVLLSLTVFLLLITEIIPSTSLVIPLIGEYLLFTMIFVTLSIVITVFVLNVHHRSPRTHTMPTWVRRVFLDIVPRLLLMKRPSVVKDNCRRLIESMHKMASAPRFWPEPEGEPPATSGTQSLHPPSPSFCVPLDVPAEPGPSCKSPSDQLPPQQPLEAEKASPHPSPGPCRPPHGTQAPGLAKARSLSVQHMSSPGEAVEGGVRCRSRSIQYCVPRDDAAP.... The pKi is 5.2.